This data is from Forward reaction prediction with 1.9M reactions from USPTO patents (1976-2016). The task is: Predict the product of the given reaction. The product is: [CH3:4][N:5]([CH3:20])[C:6]1[CH:19]=[C:18]2[C:9](=[CH:8][CH:7]=1)[N:10]=[C:11]1[C:16](=[CH:15][C:14](=[C:56]([C:55]#[N:59])[C:57]#[N:58])[CH:13]=[CH:12]1)[S:17]2. Given the reactants [I-].[I-].[I-].[CH3:4][N:5]([CH3:20])[C:6]1[CH:7]=[CH:8][C:9]2[C:18]([CH:19]=1)=[S+:17][C:16]1[C:11](=[CH:12][CH:13]=[CH:14][CH:15]=1)[N:10]=2.[CH3:4][N:5]([C:6]1[CH:7]=[CH:8][C:9]2[C:18]([CH:19]=1)=[S+:17][C:16]1[C:11](=[CH:12][CH:13]=[CH:14][CH:15]=1)[N:10]=2)[CH3:20].[CH3:4][N:5]([C:6]1[CH:7]=[CH:8][C:9]2[C:18]([CH:19]=1)=[S+:17][C:16]1[C:11](=[CH:12][CH:13]=[CH:14][CH:15]=1)[N:10]=2)[CH3:20].[C:55](#[N:59])[CH2:56][C:57]#[N:58].C(=O)([O-])[O-].[Na+].[Na+].C(Cl)Cl, predict the reaction product.